Dataset: Full USPTO retrosynthesis dataset with 1.9M reactions from patents (1976-2016). Task: Predict the reactants needed to synthesize the given product. Given the product [OH:31][CH:26]1[CH2:27][CH2:28][CH2:29][CH2:30][CH:25]1[NH:24][C:19](=[O:21])[C:18]1[CH:22]=[CH:23][C:15]([O:14][CH2:13][C:3]2[C:4]([C:7]3[CH:8]=[CH:9][CH:10]=[CH:11][CH:12]=3)=[N:5][O:6][C:2]=2[CH3:1])=[N:16][CH:17]=1, predict the reactants needed to synthesize it. The reactants are: [CH3:1][C:2]1[O:6][N:5]=[C:4]([C:7]2[CH:12]=[CH:11][CH:10]=[CH:9][CH:8]=2)[C:3]=1[CH2:13][O:14][C:15]1[CH:23]=[CH:22][C:18]([C:19]([OH:21])=O)=[CH:17][N:16]=1.[NH2:24][CH:25]1[CH2:30][CH2:29][CH2:28][CH2:27][CH:26]1[OH:31].